Dataset: Merck oncology drug combination screen with 23,052 pairs across 39 cell lines. Task: Regression. Given two drug SMILES strings and cell line genomic features, predict the synergy score measuring deviation from expected non-interaction effect. (1) Drug 2: Cn1c(=O)n(-c2ccc(C(C)(C)C#N)cc2)c2c3cc(-c4cnc5ccccc5c4)ccc3ncc21. Drug 1: COC1CC2CCC(C)C(O)(O2)C(=O)C(=O)N2CCCCC2C(=O)OC(C(C)CC2CCC(OP(C)(C)=O)C(OC)C2)CC(=O)C(C)C=C(C)C(O)C(OC)C(=O)C(C)CC(C)C=CC=CC=C1C. Synergy scores: synergy=63.9. Cell line: ZR751. (2) Drug 1: O=c1[nH]cc(F)c(=O)[nH]1. Drug 2: Cn1c(=O)n(-c2ccc(C(C)(C)C#N)cc2)c2c3cc(-c4cnc5ccccc5c4)ccc3ncc21. Cell line: A375. Synergy scores: synergy=3.29. (3) Drug 1: O=C(CCCCCCC(=O)Nc1ccccc1)NO. Drug 2: Cn1nnc2c(C(N)=O)ncn2c1=O. Cell line: SKMES1. Synergy scores: synergy=31.4. (4) Drug 1: CCC1=CC2CN(C1)Cc1c([nH]c3ccccc13)C(C(=O)OC)(c1cc3c(cc1OC)N(C)C1C(O)(C(=O)OC)C(OC(C)=O)C4(CC)C=CCN5CCC31C54)C2. Drug 2: CS(=O)(=O)CCNCc1ccc(-c2ccc3ncnc(Nc4ccc(OCc5cccc(F)c5)c(Cl)c4)c3c2)o1. Cell line: DLD1. Synergy scores: synergy=38.5. (5) Drug 1: N.N.O=C(O)C1(C(=O)O)CCC1.[Pt]. Synergy scores: synergy=-1.51. Drug 2: CC1(c2nc3c(C(N)=O)cccc3[nH]2)CCCN1. Cell line: CAOV3. (6) Drug 1: O=c1[nH]cc(F)c(=O)[nH]1. Drug 2: Cn1cc(-c2cnn3c(N)c(Br)c(C4CCCNC4)nc23)cn1. Cell line: ES2. Synergy scores: synergy=4.14. (7) Drug 1: O=S1(=O)NC2(CN1CC(F)(F)F)C1CCC2Cc2cc(C=CCN3CCC(C(F)(F)F)CC3)ccc2C1. Drug 2: CNC(=O)c1cc(Oc2ccc(NC(=O)Nc3ccc(Cl)c(C(F)(F)F)c3)cc2)ccn1. Synergy scores: synergy=16.1. Cell line: SW837.